Task: Predict which catalyst facilitates the given reaction.. Dataset: Catalyst prediction with 721,799 reactions and 888 catalyst types from USPTO (1) Reactant: [F:1][C:2]1[CH:3]=[C:4]2[C:9](=[CH:10][CH:11]=1)[N:8]=[C:7]([C:12]1[CH:17]=[CH:16][CH:15]=[CH:14][C:13]=1[O:18][P:19](=[O:36])([O:28]CC1C=CC=CC=1)[O:20]CC1C=CC=CC=1)[N:6]([CH2:37][CH2:38][C:39]1[CH:44]=[CH:43][CH:42]=[C:41]([F:45])[CH:40]=1)[C:5]2=[O:46].O1CCCC1.[H][H]. Product: [F:1][C:2]1[CH:3]=[C:4]2[C:9](=[CH:10][CH:11]=1)[N:8]=[C:7]([C:12]1[CH:17]=[CH:16][CH:15]=[CH:14][C:13]=1[O:18][P:19](=[O:20])([OH:36])[OH:28])[N:6]([CH2:37][CH2:38][C:39]1[CH:44]=[CH:43][CH:42]=[C:41]([F:45])[CH:40]=1)[C:5]2=[O:46]. The catalyst class is: 386. (2) Reactant: [F:1][C:2]1[CH:3]=[C:4]([CH:6]=[CH:7][C:8]=1[F:9])[NH2:5].C([Li])CCC.F[C:16]1[CH:21]=[CH:20][CH:19]=[CH:18][C:17]=1[N+:22]([O-:24])=[O:23]. Product: [F:1][C:2]1[CH:3]=[C:4]([CH:6]=[CH:7][C:8]=1[F:9])[NH:5][C:16]1[CH:21]=[CH:20][CH:19]=[CH:18][C:17]=1[N+:22]([O-:24])=[O:23]. The catalyst class is: 7.